This data is from Full USPTO retrosynthesis dataset with 1.9M reactions from patents (1976-2016). The task is: Predict the reactants needed to synthesize the given product. (1) Given the product [Br:1][C:2]1[C:10]2[C:5](=[CH:6][C:7]([N+:12]([O-:14])=[O:13])=[C:8]([CH2:11][Br:41])[CH:9]=2)[N:4]([C:15]([C:28]2[CH:33]=[CH:32][CH:31]=[CH:30][CH:29]=2)([C:22]2[CH:23]=[CH:24][CH:25]=[CH:26][CH:27]=2)[C:16]2[CH:21]=[CH:20][CH:19]=[CH:18][CH:17]=2)[N:3]=1, predict the reactants needed to synthesize it. The reactants are: [Br:1][C:2]1[C:10]2[C:5](=[CH:6][C:7]([N+:12]([O-:14])=[O:13])=[C:8]([CH3:11])[CH:9]=2)[N:4]([C:15]([C:28]2[CH:33]=[CH:32][CH:31]=[CH:30][CH:29]=2)([C:22]2[CH:27]=[CH:26][CH:25]=[CH:24][CH:23]=2)[C:16]2[CH:21]=[CH:20][CH:19]=[CH:18][CH:17]=2)[N:3]=1.C1C(=O)N([Br:41])C(=O)C1.CC(N=NC(C#N)(C)C)(C#N)C. (2) The reactants are: CO[C:3](=[O:14])[C:4]1[CH:9]=[CH:8][C:7]([O:10][CH3:11])=[CH:6][C:5]=1[CH2:12]Br.[C:15]([O:19][C:20]([N:22]1[CH2:27][CH2:26][CH:25]([NH2:28])[CH2:24][CH2:23]1)=[O:21])([CH3:18])([CH3:17])[CH3:16]. Given the product [C:15]([O:19][C:20]([N:22]1[CH2:27][CH2:26][CH:25]([N:28]2[CH2:12][C:5]3[C:4](=[CH:9][CH:8]=[C:7]([O:10][CH3:11])[CH:6]=3)[C:3]2=[O:14])[CH2:24][CH2:23]1)=[O:21])([CH3:18])([CH3:16])[CH3:17], predict the reactants needed to synthesize it. (3) Given the product [C:7]([NH:15][C:16]1[C:17]2[N:18]=[CH:19][N:20]([C:36]=2[N:37]=[CH:38][N:39]=1)[C@@H:21]1[O:35][C@H:25]([CH2:26][OH:27])[C@@H:23]([O:24][CH2:1][N:40]=[N+:41]=[N-:42])[CH2:22]1)(=[O:14])[C:8]1[CH:13]=[CH:12][CH:11]=[CH:10][CH:9]=1, predict the reactants needed to synthesize it. The reactants are: [CH:1]1CCCCC=1.[C:7]([NH:15][C:16]1[C:17]2[N:18]=[CH:19][N:20]([C:36]=2[N:37]=[CH:38][N:39]=1)[C@@H:21]1[O:35][C@H:25]([CH2:26][O:27][Si](C(C)(C)C)(C)C)[C@@H:23]([OH:24])[CH2:22]1)(=[O:14])[C:8]1[CH:13]=[CH:12][CH:11]=[CH:10][CH:9]=1.[N-:40]=[N+:41]=[N-:42].[Na+].[NH4+].[F-]. (4) The reactants are: Cl[CH2:2][CH2:3][CH2:4][CH2:5][CH2:6][CH2:7][OH:8].[CH3:9][CH:10]([CH3:26])[C:11]([NH:13][C:14]1[CH:19]=[CH:18][CH:17]=[C:16]([CH:20]2[CH2:25][CH2:24][NH:23][CH2:22][CH2:21]2)[CH:15]=1)=[O:12]. Given the product [OH:8][CH2:7][CH2:6][CH2:5][CH2:4][CH2:3][CH2:2][N:23]1[CH2:24][CH2:25][CH:20]([C:16]2[CH:15]=[C:14]([NH:13][C:11](=[O:12])[CH:10]([CH3:9])[CH3:26])[CH:19]=[CH:18][CH:17]=2)[CH2:21][CH2:22]1, predict the reactants needed to synthesize it. (5) Given the product [CH3:1][N:2]([CH3:10])[CH2:3][CH2:4][C:5]1[CH:6]=[C:7]([NH2:8])[NH:13][N:12]=1, predict the reactants needed to synthesize it. The reactants are: [CH3:1][N:2]([CH3:10])[CH2:3][CH2:4][C:5](=O)[CH2:6][C:7]#[N:8].O.[NH2:12][NH2:13]. (6) Given the product [CH3:59][CH:57]([CH2:56][CH2:55][CH2:54][C@H:53]([C@@H:52]1[C@:61]2([CH3:69])[C@H:49]([C@H:48]3[C@H:64]([CH2:63][CH2:62]2)[C@:65]2([CH3:68])[C:45]([CH2:44][C@@H:43]([O:42][CH2:41][CH2:40][CH2:39][CH2:38][CH2:37][CH2:36][CH2:35][CH2:34][O:25][CH:4]([CH2:5][O:6][CH2:7][CH2:8][CH2:9][CH2:10][CH2:11][CH2:12][CH2:13][CH2:14]/[CH:15]=[CH:16]\[CH2:17]/[CH:18]=[CH:19]\[CH2:20][CH2:21][CH2:22][CH2:23][CH3:24])[CH2:3][N:2]([CH3:1])[CH3:26])[CH2:67][CH2:66]2)=[CH:46][CH2:47]3)[CH2:50][CH2:51]1)[CH3:60])[CH3:58], predict the reactants needed to synthesize it. The reactants are: [CH3:1][N:2]([CH3:26])[CH2:3][CH:4]([OH:25])[CH2:5][O:6][CH2:7][CH2:8][CH2:9][CH2:10][CH2:11][CH2:12][CH2:13][CH2:14]/[CH:15]=[CH:16]\[CH2:17]/[CH:18]=[CH:19]\[CH2:20][CH2:21][CH2:22][CH2:23][CH3:24].[H-].[Na+].CS(O[CH2:34][CH2:35][CH2:36][CH2:37][CH2:38][CH2:39][CH2:40][CH2:41][O:42][C@H:43]1[CH2:67][CH2:66][C@@:65]2([CH3:68])[C:45](=[CH:46][CH2:47][C@@H:48]3[C@@H:64]2[CH2:63][CH2:62][C@@:61]2([CH3:69])[C@H:49]3[CH2:50][CH2:51][C@@H:52]2[C@H:53]([CH3:60])[CH2:54][CH2:55][CH2:56][CH:57]([CH3:59])[CH3:58])[CH2:44]1)(=O)=O.C(OCC)(=O)C.